Dataset: Forward reaction prediction with 1.9M reactions from USPTO patents (1976-2016). Task: Predict the product of the given reaction. Given the reactants C[O:2][C:3]([C:5]1[N:6]([CH2:19][CH3:20])[N:7]=[C:8]([NH:10][CH2:11][C:12]2[CH:17]=[CH:16][C:15]([F:18])=[CH:14][CH:13]=2)[CH:9]=1)=O.[AlH4-].[Li+].O.O.O.O.O.O.O.O.O.O.S([O-])([O-])(=O)=O.[Na+].[Na+], predict the reaction product. The product is: [CH2:19]([N:6]1[C:5]([CH:3]=[O:2])=[CH:9][C:8]([NH:10][CH2:11][C:12]2[CH:13]=[CH:14][C:15]([F:18])=[CH:16][CH:17]=2)=[N:7]1)[CH3:20].